From a dataset of Reaction yield outcomes from USPTO patents with 853,638 reactions. Predict the reaction yield, written as a fraction of the theoretical maximum amount of product (1.0 means a 100% yield; for example, 0.34 means a 34% yield). (1) The product is [C:1]([C:4]1[CH:12]=[CH:11][CH:10]=[CH:9][C:5]=1[C:6]([O:8][C@H:15]1[C@H:16]([CH:19]([CH3:21])[CH3:20])[CH2:17][CH2:18][C@@H:13]([CH3:23])[CH2:14]1)=[O:7])(=[O:3])[CH3:2]. The catalyst is CN(C1C=CN=CC=1)C.ClCCl. The yield is 0.130. The reactants are [C:1]([C:4]1[CH:12]=[CH:11][CH:10]=[CH:9][C:5]=1[C:6]([OH:8])=[O:7])(=[O:3])[CH3:2].[CH:13]1([CH3:23])[CH2:18][CH2:17][CH:16]([CH:19]([CH3:21])[CH3:20])[CH:15](O)[CH2:14]1.C1CCC(N=C=NC2CCCCC2)CC1. (2) The reactants are CS(O[CH:6]1[CH2:10][CH2:9][N:8]([C:11]([O:13][C:14]([CH3:17])([CH3:16])[CH3:15])=[O:12])[CH2:7]1)(=O)=O.[NH2:18][C:19]1[S:20][C:21]2[CH:27]=[C:26]([SH:28])[CH:25]=[CH:24][C:22]=2[N:23]=1.C(=O)([O-])[O-].[K+].[K+].[BH4-].[Na+]. The catalyst is CC#N.CO. The product is [NH2:18][C:19]1[S:20][C:21]2[CH:27]=[C:26]([S:28][CH:6]3[CH2:10][CH2:9][N:8]([C:11]([O:13][C:14]([CH3:15])([CH3:16])[CH3:17])=[O:12])[CH2:7]3)[CH:25]=[CH:24][C:22]=2[N:23]=1. The yield is 0.490. (3) The reactants are [O:1]=[C:2]1[NH:7][C:6]([S-:8])=[N:5][CH:4]=[C:3]1[O:9][CH:10]1[CH2:15][CH2:14][CH2:13][CH2:12][O:11]1.[Na+].O1CCOCC1.Br[CH2:24][CH:25]1[CH2:27][CH2:26]1. The catalyst is O. The product is [CH:25]1([CH2:24][S:8][C:6]2[NH:7][C:2](=[O:1])[C:3]([O:9][CH:10]3[CH2:15][CH2:14][CH2:13][CH2:12][O:11]3)=[CH:4][N:5]=2)[CH2:27][CH2:26]1. The yield is 0.160. (4) The reactants are [CH2:1]([O:8][CH2:9][C:10]1([C:22]([O:24]C)=[O:23])[CH2:14][CH2:13][CH2:12][N:11]1[C:15]([O:17][C:18]([CH3:21])([CH3:20])[CH3:19])=[O:16])[C:2]1[CH:7]=[CH:6][CH:5]=[CH:4][CH:3]=1.[OH-].[Na+]. The catalyst is CO. The product is [CH2:1]([O:8][CH2:9][C:10]1([C:22]([OH:24])=[O:23])[CH2:14][CH2:13][CH2:12][N:11]1[C:15]([O:17][C:18]([CH3:19])([CH3:20])[CH3:21])=[O:16])[C:2]1[CH:3]=[CH:4][CH:5]=[CH:6][CH:7]=1. The yield is 0.630. (5) The product is [F:1][C:2]1[CH:3]=[C:4]([C@@H:9]2[CH2:13][N:12]([CH2:14][CH2:15][O:16][CH3:17])[CH2:11][C@H:10]2[NH:18][C:33]([NH:32][C:29]2[N:28]([C:42]3[CH:43]=[CH:44][CH:45]=[CH:46][CH:47]=3)[N:27]=[C:26]([C:24]3[CH:23]=[N:22][N:21]([CH2:19][CH3:20])[CH:25]=3)[C:30]=2[CH3:31])=[O:34])[CH:5]=[CH:6][C:7]=1[F:8]. The catalyst is C(Cl)Cl. The reactants are [F:1][C:2]1[CH:3]=[C:4]([C@@H:9]2[CH2:13][N:12]([CH2:14][CH2:15][O:16][CH3:17])[CH2:11][C@H:10]2[NH2:18])[CH:5]=[CH:6][C:7]=1[F:8].[CH2:19]([N:21]1[CH:25]=[C:24]([C:26]2[C:30]([CH3:31])=[C:29]([NH:32][C:33](=O)[O:34]C3C=CC=CC=3)[N:28]([C:42]3[CH:47]=[CH:46][CH:45]=[CH:44][CH:43]=3)[N:27]=2)[CH:23]=[N:22]1)[CH3:20].CCN(C(C)C)C(C)C. The yield is 0.370.